From a dataset of Full USPTO retrosynthesis dataset with 1.9M reactions from patents (1976-2016). Predict the reactants needed to synthesize the given product. (1) Given the product [NH2:1][C:2]1[C:3]([C:16]([NH:18][CH3:19])=[O:17])=[N:4][C:5]([C:8]2[CH:13]=[CH:12][CH:11]=[C:10]([C:14]3[NH:27][C:20]4[CH:25]=[CH:24][CH:23]=[CH:22][C:21]=4[N:26]=3)[CH:9]=2)=[CH:6][N:7]=1, predict the reactants needed to synthesize it. The reactants are: [NH2:1][C:2]1[C:3]([C:16]([NH:18][CH3:19])=[O:17])=[N:4][C:5]([C:8]2[CH:13]=[CH:12][CH:11]=[C:10]([CH:14]=O)[CH:9]=2)=[CH:6][N:7]=1.[C:20]1([NH2:27])[CH:25]=[CH:24][CH:23]=[CH:22][C:21]=1[NH2:26]. (2) Given the product [CH3:31][O:30][C:28]1[CH:27]=[C:6]([CH:7]=[CH:55][C:54]2[CH:53]=[CH:52][C:51]([O:50][C:49]3[CH:59]=[CH:60][C:46]([CH2:45][CH:41]4[S:40][C:39](=[O:38])[NH:43][C:42]4=[O:44])=[CH:47][CH:48]=3)=[CH:58][CH:57]=2)[CH:5]=[C:4]([O:3][CH3:2])[CH:29]=1, predict the reactants needed to synthesize it. The reactants are: [Br-].[CH3:2][O:3][C:4]1[CH:5]=[C:6]([CH:27]=[C:28]([O:30][CH3:31])[CH:29]=1)[CH2:7][P+](C1C=CC=CC=1)(C1C=CC=CC=1)C1C=CC=CC=1.CC(C)([O-])C.[K+].[O:38]=[C:39]1[NH:43][C:42](=[O:44])[CH:41]([CH2:45][C:46]2[CH:60]=[CH:59][C:49]([O:50][C:51]3[CH:58]=[CH:57][C:54]([CH:55]=O)=[CH:53][CH:52]=3)=[CH:48][CH:47]=2)[S:40]1.C(O)(=O)CC(CC(O)=O)(C(O)=O)O. (3) Given the product [Br:1][C:2]1[CH:3]=[CH:4][C:5]([O:10][CH2:11][CH:12]2[CH2:17][CH2:16][N:15]([CH2:18][C:19]([F:29])([CH3:21])[CH3:20])[CH2:14][CH2:13]2)=[C:6]([CH:9]=1)[C:7]#[N:8], predict the reactants needed to synthesize it. The reactants are: [Br:1][C:2]1[CH:3]=[CH:4][C:5]([O:10][CH2:11][CH:12]2[CH2:17][CH2:16][N:15]([CH2:18][C:19](O)([CH3:21])[CH3:20])[CH2:14][CH2:13]2)=[C:6]([CH:9]=1)[C:7]#[N:8].CCN(S(F)(F)[F:29])CC.O. (4) Given the product [C:1]([O:5][C:6](=[O:23])[CH2:7][C@@H:8]1[CH2:9][C@H:10]([C:12]([OH:14])=[O:13])[CH2:11]1)([CH3:4])([CH3:2])[CH3:3], predict the reactants needed to synthesize it. The reactants are: [C:1]([O:5][C:6](=[O:23])[CH2:7][C@@H:8]1[CH2:11][C@H:10]([C:12]([O:14][C@H](C2C=CC=CC=2)C)=[O:13])[CH2:9]1)([CH3:4])([CH3:3])[CH3:2]. (5) The reactants are: [CH:1]([C:3]1[CH:4]=[C:5]([CH:10]=[CH:11][C:12]=1[OH:13])[C:6]([O:8][CH3:9])=[O:7])=[O:2].C([O-])([O-])=O.[K+].[K+].Br[CH2:21][CH:22]1[CH2:24][CH2:23]1. Given the product [CH:22]1([CH2:21][O:13][C:12]2[CH:11]=[CH:10][C:5]([C:6]([O:8][CH3:9])=[O:7])=[CH:4][C:3]=2[CH:1]=[O:2])[CH2:24][CH2:23]1, predict the reactants needed to synthesize it. (6) Given the product [CH3:9][N:5]1[C:4]2[N:10]([C:22]3[CH:27]=[CH:26][CH:25]=[CH:24][CH:23]=3)[C:11](=[O:21])[N:12]([C:15]3[CH:20]=[CH:19][CH:18]=[CH:17][CH:16]=3)[C:13](=[O:14])[C:3]=2[C:2]([S:1][CH3:28])=[N:7][C:6]1=[O:8], predict the reactants needed to synthesize it. The reactants are: [SH:1][C:2]1[C:3]2[C:13](=[O:14])[N:12]([C:15]3[CH:20]=[CH:19][CH:18]=[CH:17][CH:16]=3)[C:11](=[O:21])[N:10]([C:22]3[CH:27]=[CH:26][CH:25]=[CH:24][CH:23]=3)[C:4]=2[N:5]([CH3:9])[C:6](=[O:8])[N:7]=1.[CH3:28]N(C)C=O.C(=O)([O-])[O-].[K+].[K+].CI. (7) Given the product [C:1]([C:3]1[CH:11]=[CH:10][C:6]([C:7]([OH:9])=[O:8])=[CH:5][CH:4]=1)(=[S:19])[NH2:2], predict the reactants needed to synthesize it. The reactants are: [C:1]([C:3]1[CH:11]=[CH:10][C:6]([C:7]([OH:9])=[O:8])=[CH:5][CH:4]=1)#[N:2].C(N(CC)CC)C.[SH2:19].O.